Predict the reaction yield, written as a fraction of the theoretical maximum amount of product (1.0 means a 100% yield; for example, 0.34 means a 34% yield). From a dataset of Reaction yield outcomes from USPTO patents with 853,638 reactions. (1) The reactants are [N:1]1[CH:6]=[CH:5][N:4]=[CH:3][C:2]=1[C:7]([NH2:9])=[O:8].[OH2:10].S(=O)(=O)(O)O.NOS(O)(=O)=O.[CH3:22]O. The catalyst is O.O.O.O.O.O.O.S([O-])([O-])(=O)=O.[Fe+2]. The product is [OH:10][CH2:22][C:5]1[N:4]=[CH:3][C:2]([C:7]([NH2:9])=[O:8])=[N:1][CH:6]=1. The yield is 0.170. (2) The reactants are [C:1]1([N:7]([C:23]2[CH:28]=[CH:27][CH:26]=[CH:25][CH:24]=2)[C:8]2[CH:13]=[CH:12][C:11]([C:14]3[CH:19]=[CH:18][C:17]([C:20](=[O:22])[CH3:21])=[CH:16][CH:15]=3)=[CH:10][CH:9]=2)[CH:6]=[CH:5][CH:4]=[CH:3][CH:2]=1.CO[CH:31](OC)[N:32]([CH3:34])[CH3:33]. No catalyst specified. The product is [C:1]1([N:7]([C:23]2[CH:28]=[CH:27][CH:26]=[CH:25][CH:24]=2)[C:8]2[CH:13]=[CH:12][C:11]([C:14]3[CH:19]=[CH:18][C:17]([C:20](=[O:22])[CH:21]=[CH:31][N:32]([CH3:34])[CH3:33])=[CH:16][CH:15]=3)=[CH:10][CH:9]=2)[CH:6]=[CH:5][CH:4]=[CH:3][CH:2]=1. The yield is 0.970. (3) The reactants are [Cl:1][C:2]1[CH:7]=[CH:6][C:5]([OH:8])=[CH:4][CH:3]=1.C(=O)([O-])[O-].[K+].[K+].[Cl:15][CH:16]([CH2:18]Cl)[CH3:17]. The catalyst is CC(C)=O. The product is [Cl:1][C:2]1[CH:7]=[CH:6][C:5]([O:8][CH2:18][C:16]([Cl:15])=[CH2:17])=[CH:4][CH:3]=1. The yield is 0.980.